Dataset: Catalyst prediction with 721,799 reactions and 888 catalyst types from USPTO. Task: Predict which catalyst facilitates the given reaction. (1) Reactant: Cl.[S:2]1[CH:6]=[CH:5][CH:4]=[C:3]1[C:7]1([N:17]2[CH2:20][CH2:19][CH2:18]2)[CH2:16][CH2:15][C:10]2(OCC[O:11]2)[CH2:9][CH2:8]1.CCOC(C)=O.CCCCCC. Product: [N:17]1([C:7]2([C:3]3[S:2][CH:6]=[CH:5][CH:4]=3)[CH2:16][CH2:15][C:10](=[O:11])[CH2:9][CH2:8]2)[CH2:18][CH2:19][CH2:20]1. The catalyst class is: 5. (2) Reactant: [CH3:1][N:2]1[CH2:8][CH2:7][CH2:6][NH:5][CH2:4][CH2:3]1.Cl[C:10]1[CH:11]=[CH:12][C:13]([N+:32]([O-])=O)=[C:14]([CH:31]=1)[C:15]([NH:17][C:18]1[CH:23]=[C:22]([C:24]([NH:26][CH:27]2[CH2:29][CH2:28]2)=[O:25])[CH:21]=[CH:20][C:19]=1[CH3:30])=[O:16].[C:35]([O-])(O)=O.[Na+]. Product: [CH:27]1([NH:26][C:24](=[O:25])[C:22]2[CH:21]=[CH:20][C:19]([CH3:30])=[C:18]([N:17]3[C:15](=[O:16])[C:14]4[C:13](=[CH:12][CH:11]=[C:10]([N:5]5[CH2:6][CH2:7][CH2:8][N:2]([CH3:1])[CH2:3][CH2:4]5)[CH:31]=4)[N:32]=[CH:35]3)[CH:23]=2)[CH2:29][CH2:28]1. The catalyst class is: 16. (3) Reactant: [CH3:1][C:2]([O:5][C:6]([N:8]([C:26]([O:28][C:29]([CH3:32])([CH3:31])[CH3:30])=[O:27])[N:9]([C:17]1[C:22]([F:23])=[C:21](Cl)[N:20]=[C:19]([Cl:25])[N:18]=1)[C:10]([O:12][C:13]([CH3:16])([CH3:15])[CH3:14])=[O:11])=[O:7])([CH3:4])[CH3:3].C(N(CC)CC)C.[CH3:40][NH:41][CH2:42][C:43]1[S:44][CH:45]=[CH:46][N:47]=1. Product: [CH3:4][C:2]([O:5][C:6]([N:8]([C:26]([O:28][C:29]([CH3:31])([CH3:30])[CH3:32])=[O:27])[N:9]([C:17]1[C:22]([F:23])=[C:21]([N:41]([CH3:40])[CH2:42][C:43]2[S:44][CH:45]=[CH:46][N:47]=2)[N:20]=[C:19]([Cl:25])[N:18]=1)[C:10]([O:12][C:13]([CH3:14])([CH3:16])[CH3:15])=[O:11])=[O:7])([CH3:3])[CH3:1]. The catalyst class is: 20. (4) Reactant: [F:1][C:2]1[CH:3]=[C:4]([CH:34]=[CH:35][C:36]=1[O:37][CH3:38])[C:5]([C:7]1[CH:8]=[C:9]([NH:27][CH2:28][CH2:29][C:30]([F:33])([F:32])[F:31])[C:10]2[N:14]=[CH:13][N:12]([C:15]3[CH:24]=[CH:23][C:18]([C:19]([O:21]C)=[O:20])=[C:17]([CH3:25])[CH:16]=3)[C:11]=2[CH:26]=1)=[O:6].CO.[OH-].[Li+].Cl. Product: [F:1][C:2]1[CH:3]=[C:4]([CH:34]=[CH:35][C:36]=1[O:37][CH3:38])[C:5]([C:7]1[CH:8]=[C:9]([NH:27][CH2:28][CH2:29][C:30]([F:33])([F:32])[F:31])[C:10]2[N:14]=[CH:13][N:12]([C:15]3[CH:24]=[CH:23][C:18]([C:19]([OH:21])=[O:20])=[C:17]([CH3:25])[CH:16]=3)[C:11]=2[CH:26]=1)=[O:6]. The catalyst class is: 30. (5) Reactant: Br[C:2]1[CH:3]=[N:4][C:5]2[N:6]([N:8]=[CH:9][C:10]=2[C:11]2[CH:16]=[CH:15][CH:14]=[CH:13][CH:12]=2)[CH:7]=1.[CH:17]([C:19]1[CH:24]=[CH:23][C:22](B(O)O)=[CH:21][CH:20]=1)=[O:18].C(=O)([O-])[O-].[Na+].[Na+]. Product: [C:11]1([C:10]2[CH:9]=[N:8][N:6]3[CH:7]=[C:2]([C:22]4[CH:23]=[CH:24][C:19]([CH:17]=[O:18])=[CH:20][CH:21]=4)[CH:3]=[N:4][C:5]=23)[CH:16]=[CH:15][CH:14]=[CH:13][CH:12]=1. The catalyst class is: 77.